Dataset: Catalyst prediction with 721,799 reactions and 888 catalyst types from USPTO. Task: Predict which catalyst facilitates the given reaction. Reactant: [F:1][C:2]1[C:14]([NH:15][CH2:16][C:17]2[C:22]([F:23])=[CH:21][CH:20]=[C:19]([C:24]3[CH:29]=[CH:28][CH:27]=[C:26]([F:30])[CH:25]=3)[C:18]=2[CH3:31])=[C:13]([F:32])[CH:12]=[CH:11][C:3]=1[O:4][CH2:5][C:6]([O:8]CC)=[O:7].[OH-].[Na+]. Product: [F:1][C:2]1[C:14]([NH:15][CH2:16][C:17]2[C:22]([F:23])=[CH:21][CH:20]=[C:19]([C:24]3[CH:29]=[CH:28][CH:27]=[C:26]([F:30])[CH:25]=3)[C:18]=2[CH3:31])=[C:13]([F:32])[CH:12]=[CH:11][C:3]=1[O:4][CH2:5][C:6]([OH:8])=[O:7]. The catalyst class is: 36.